From a dataset of Forward reaction prediction with 1.9M reactions from USPTO patents (1976-2016). Predict the product of the given reaction. (1) Given the reactants [N:1]1[N:2]=[C:3]([S:10][C:11]2[CH:23]=[CH:22][C:14]3[N:15]=[C:16]([NH:18][C:19](=[O:21])[O-])[S:17][C:13]=3[CH:12]=2)[N:4]2[CH:9]=[CH:8][CH:7]=[CH:6][C:5]=12.[CH3:24][N:25]1[CH2:30][CH2:29][N:28]([CH2:31][CH2:32][NH2:33])[CH2:27][CH2:26]1, predict the reaction product. The product is: [CH3:24][N:25]1[CH2:30][CH2:29][N:28]([CH2:31][CH2:32][NH:33][C:19]([NH:18][C:16]2[S:17][C:13]3[CH:12]=[C:11]([S:10][C:3]4[N:4]5[CH:9]=[CH:8][CH:7]=[CH:6][C:5]5=[N:1][N:2]=4)[CH:23]=[CH:22][C:14]=3[N:15]=2)=[O:21])[CH2:27][CH2:26]1. (2) Given the reactants [N+:1]([C:4]1[CH:5]=[C:6]([CH:9]=[CH:10][C:11]=1[NH2:12])[C:7]#[N:8])([O-:3])=[O:2].[H-].[Na+].I[CH2:16][CH2:17][CH3:18], predict the reaction product. The product is: [N+:1]([C:4]1[CH:5]=[C:6]([CH:9]=[CH:10][C:11]=1[NH:12][CH2:16][CH2:17][CH3:18])[C:7]#[N:8])([O-:3])=[O:2]. (3) Given the reactants [CH3:1][O:2][C:3]1[CH:12]=[C:11]([O:13][CH3:14])[CH:10]=[C:9]2[C:4]=1[C:5](=[O:40])[NH:6][C:7]([C:15]1[CH:20]=[CH:19][C:18]([O:21][CH3:22])=[CH:17][C:16]=1[NH:23][CH2:24][CH2:25][CH2:26][N:27]1[CH2:32][CH2:31][N:30](C(OC(C)(C)C)=O)[CH2:29][CH2:28]1)=[N:8]2.Cl, predict the reaction product. The product is: [CH3:1][O:2][C:3]1[CH:12]=[C:11]([O:13][CH3:14])[CH:10]=[C:9]2[C:4]=1[C:5](=[O:40])[NH:6][C:7]([C:15]1[CH:20]=[CH:19][C:18]([O:21][CH3:22])=[CH:17][C:16]=1[NH:23][CH2:24][CH2:25][CH2:26][N:27]1[CH2:28][CH2:29][NH:30][CH2:31][CH2:32]1)=[N:8]2. (4) Given the reactants C(OC(=O)[NH:7][CH:8]1[CH2:13][CH2:12][N:11]([S:14]([C:17]2[CH:18]=[C:19]3[C:23](=[CH:24][CH:25]=2)[N:22]([C:26]([CH:28]2[CH2:30][CH2:29]2)=[O:27])[CH2:21][CH2:20]3)(=[O:16])=[O:15])[CH2:10][CH2:9]1)(C)(C)C.Cl, predict the reaction product. The product is: [NH2:7][CH:8]1[CH2:13][CH2:12][N:11]([S:14]([C:17]2[CH:18]=[C:19]3[C:23](=[CH:24][CH:25]=2)[N:22]([C:26]([CH:28]2[CH2:29][CH2:30]2)=[O:27])[CH2:21][CH2:20]3)(=[O:16])=[O:15])[CH2:10][CH2:9]1. (5) Given the reactants C([NH:8][C@H:9]1[CH2:13][CH2:12][NH:11][CH2:10]1)(OC(C)(C)C)=O.C(=O)([O-])[O-].[K+].[K+].Cl[CH2:21][C:22]#[N:23].C(OCC)C, predict the reaction product. The product is: [NH2:8][C@H:9]1[CH2:13][CH2:12][N:11]([CH2:21][C:22]#[N:23])[CH2:10]1. (6) Given the reactants [CH:1]1[C:13]2[CH:12]([CH2:14][O:15][C:16](=[O:29])[NH:17][CH2:18][CH:19]([OH:28])[CH:20]([OH:27])[CH:21]([OH:26])[CH:22]([OH:25])[CH2:23][OH:24])[C:11]3[C:6](=[CH:7][CH:8]=[CH:9][CH:10]=3)[C:5]=2[CH:4]=[CH:3][CH:2]=1.[CH3:30][O:31][C:32]1[CH:53]=[CH:52][C:35]([C:36](Cl)([C:45]2[CH:50]=[CH:49][CH:48]=[CH:47][CH:46]=2)[C:37]2[CH:42]=[CH:41][C:40]([O:43][CH3:44])=[CH:39][CH:38]=2)=[CH:34][CH:33]=1.CN(C1C=CC=CN=1)C, predict the reaction product. The product is: [CH:1]1[C:13]2[CH:12]([CH2:14][O:15][C:16](=[O:29])[NH:17][CH2:18][CH:19]([OH:28])[CH:20]([OH:27])[CH:21]([OH:26])[CH:22]([OH:25])[CH2:23][O:24][C:36]([C:35]3[CH:52]=[CH:53][C:32]([O:31][CH3:30])=[CH:33][CH:34]=3)([C:37]3[CH:42]=[CH:41][C:40]([O:43][CH3:44])=[CH:39][CH:38]=3)[C:45]3[CH:46]=[CH:47][CH:48]=[CH:49][CH:50]=3)[C:11]3[C:6](=[CH:7][CH:8]=[CH:9][CH:10]=3)[C:5]=2[CH:4]=[CH:3][CH:2]=1. (7) Given the reactants [N:1]1([C:5]2[CH:10]=[C:9](Cl)[N:8]=[C:7]([CH:12]3[CH2:14][CH2:13]3)[N:6]=2)[CH2:4][CH2:3][CH2:2]1.[CH3:15][N:16]1[CH:20]=[CH:19][C:18]([CH:21]([O:23][C:24]2[C:25]([NH2:39])=[N:26][CH:27]=[C:28](B3OC(C)(C)C(C)(C)O3)[CH:29]=2)[CH3:22])=[N:17]1.N1C=CC=CC=1C(OC1C(N)=NC=C(B2OC(C)(C)C(C)(C)O2)C=1)C.C(=O)([O-])[O-].[Cs+].[Cs+], predict the reaction product. The product is: [N:1]1([C:5]2[N:6]=[C:7]([CH:12]3[CH2:14][CH2:13]3)[N:8]=[C:9]([C:28]3[CH:29]=[C:24]([O:23][CH:21]([C:18]4[CH:19]=[CH:20][N:16]([CH3:15])[N:17]=4)[CH3:22])[C:25]([NH2:39])=[N:26][CH:27]=3)[CH:10]=2)[CH2:4][CH2:3][CH2:2]1. (8) Given the reactants C1CCCCCC1.N([O:10][C:11](C)(C)[CH3:12])=O.Cl[C:16]1[CH:17]=[C:18]2[C:23](=[O:24])N(O)C(=O)[C:19]2=[CH:26][CH:27]=1.C1(=NO)CCCCCC1.[N+](C1CCCCCC1)([O-])=O.C1(=O)CCCCCC1, predict the reaction product. The product is: [C:11]([O:24][CH:23]1[CH2:17][CH2:16][CH2:27][CH2:26][CH2:19][CH2:18]1)(=[O:10])[CH3:12]. (9) The product is: [CH2:1]([O:3][C:4](=[O:31])[CH2:5][C:6]1[CH:11]=[CH:10][C:9]([O:12][CH3:13])=[C:8]([O:14][C:15]2[CH:20]=[CH:19][C:18]([NH:21][C:40]([NH:39][CH2:32][C:33]3[CH:38]=[CH:37][CH:36]=[CH:35][CH:34]=3)=[O:41])=[CH:17][C:16]=2[CH2:22][S:23][C:24]2[CH:25]=[CH:26][C:27]([Cl:30])=[CH:28][CH:29]=2)[CH:7]=1)[CH3:2]. Given the reactants [CH2:1]([O:3][C:4](=[O:31])[CH2:5][C:6]1[CH:11]=[CH:10][C:9]([O:12][CH3:13])=[C:8]([O:14][C:15]2[CH:20]=[CH:19][C:18]([NH2:21])=[CH:17][C:16]=2[CH2:22][S:23][C:24]2[CH:29]=[CH:28][C:27]([Cl:30])=[CH:26][CH:25]=2)[CH:7]=1)[CH3:2].[CH2:32]([N:39]=[C:40]=[O:41])[C:33]1[CH:38]=[CH:37][CH:36]=[CH:35][CH:34]=1, predict the reaction product. (10) Given the reactants [Cl:1][C:2]1[CH:7]=[CH:6][C:5]([C:8]2[N:12]([C:13]3[CH:18]=[CH:17][C:16]([Cl:19])=[CH:15][C:14]=3[Cl:20])[N:11]=[C:10]([C:21]([N:23]3[CH2:28][CH2:27][C:26]([NH:35]C(=O)OC(C)(C)C)([C:29]4[CH:34]=[CH:33][CH:32]=[CH:31][CH:30]=4)[CH2:25][CH2:24]3)=[O:22])[C:9]=2[CH3:43])=[CH:4][CH:3]=1.FC(F)(F)C(O)=O, predict the reaction product. The product is: [Cl:1][C:2]1[CH:7]=[CH:6][C:5]([C:8]2[N:12]([C:13]3[CH:18]=[CH:17][C:16]([Cl:19])=[CH:15][C:14]=3[Cl:20])[N:11]=[C:10]([C:21]([N:23]3[CH2:24][CH2:25][C:26]([C:29]4[CH:30]=[CH:31][CH:32]=[CH:33][CH:34]=4)([NH2:35])[CH2:27][CH2:28]3)=[O:22])[C:9]=2[CH3:43])=[CH:4][CH:3]=1.